Predict the reactants needed to synthesize the given product. From a dataset of Full USPTO retrosynthesis dataset with 1.9M reactions from patents (1976-2016). (1) Given the product [Cl:66][C:53]1[CH:54]=[CH:55][C:36]([NH:35][C:22]2[C:21]3[C:26](=[CH:27][CH:28]=[C:19]([C:8]4[N:7]([CH:1]5[CH2:2][CH2:3][CH2:4][CH2:5][CH2:6]5)[C:11]5[CH:12]=[CH:13][C:14]([C:16]([OH:18])=[O:17])=[CH:15][C:10]=5[N:9]=4)[CH:20]=3)[N:25]=[C:24]([C:29]3[CH:30]=[CH:31][CH:32]=[CH:33][CH:34]=3)[CH:23]=2)=[CH:51][CH:52]=1, predict the reactants needed to synthesize it. The reactants are: [CH:1]1([N:7]2[C:11]3[CH:12]=[CH:13][C:14]([C:16]([OH:18])=[O:17])=[CH:15][C:10]=3[N:9]=[C:8]2[C:19]2[CH:20]=[C:21]3[C:26](=[CH:27][CH:28]=2)[N:25]=[C:24]([C:29]2[CH:34]=[CH:33][CH:32]=[CH:31][CH:30]=2)[CH:23]=[C:22]3[N:35](C)[CH3:36])[CH2:6][CH2:5][CH2:4][CH2:3][CH2:2]1.C(OC(C1C=CC2N(C3CCCCC3)C(C3[CH:51]=[C:52]4C(=CC=3)N=[C:55](C3C=CC=CC=3)[CH:54]=[C:53]4[Cl:66])=NC=2C=1)=O)C.ClNC1C=CC=CC=1. (2) Given the product [Cl:2][C:3]1[C:8]([C:9]2[C:10]([F:17])=[CH:11][C:12]([F:16])=[CH:13][C:14]=2[F:15])=[C:7]([NH:18][C@@H:19]([CH3:24])[C:20]([F:21])([F:22])[F:23])[N:6]=[C:5]([C:25](=[S:1])[NH2:26])[N:4]=1, predict the reactants needed to synthesize it. The reactants are: [SH2:1].[Cl:2][C:3]1[C:8]([C:9]2[C:14]([F:15])=[CH:13][C:12]([F:16])=[CH:11][C:10]=2[F:17])=[C:7]([NH:18][C@@H:19]([CH3:24])[C:20]([F:23])([F:22])[F:21])[N:6]=[C:5]([C:25]#[N:26])[N:4]=1.O.C(O)(=O)C.